The task is: Predict the product of the given reaction.. This data is from Forward reaction prediction with 1.9M reactions from USPTO patents (1976-2016). (1) Given the reactants CO.[CH3:3][C:4]1[CH:11]=[CH:10][C:7]([CH2:8][NH2:9])=[CH:6][CH:5]=1.[F:12][C:13]([F:24])([F:23])[C:14]([N:16]1[CH2:21][CH2:20][C:19](=O)[CH2:18][CH2:17]1)=[O:15].[BH3-]C#N.[Na+], predict the reaction product. The product is: [CH3:3][C:4]1[CH:11]=[CH:10][C:7]([CH2:8][NH:9][CH:19]2[CH2:20][CH2:21][N:16]([C:14](=[O:15])[C:13]([F:12])([F:23])[F:24])[CH2:17][CH2:18]2)=[CH:6][CH:5]=1. (2) Given the reactants [O:1]1[C:3]2([CH2:8][CH2:7][N:6]([C:9]3[CH:14]=[CH:13][C:12]([N:15]4[CH2:19][C@H:18]([CH2:20][NH:21][C:22](=[O:24])[CH3:23])[O:17][C:16]4=[O:25])=[CH:11][C:10]=3[F:26])[CH2:5][CH2:4]2)[CH2:2]1.[CH3:27][O-:28].[Na+], predict the reaction product. The product is: [CH3:27][O:28][CH2:2][C:3]1([OH:1])[CH2:4][CH2:5][N:6]([C:9]2[CH:14]=[CH:13][C:12]([N:15]3[CH2:19][C@H:18]([CH2:20][NH:21][C:22](=[O:24])[CH3:23])[O:17][C:16]3=[O:25])=[CH:11][C:10]=2[F:26])[CH2:7][CH2:8]1. (3) Given the reactants [OH:1][CH2:2][CH2:3][N:4]1[CH:8]=[C:7]([I:9])[CH:6]=[C:5]1[CH:10]=[O:11].ClCCl.CCN(CC)CC.[CH3:22][C:23]1[CH:28]=[CH:27][C:26]([S:29](Cl)(=[O:31])=[O:30])=[CH:25][CH:24]=1, predict the reaction product. The product is: [CH3:22][C:23]1[CH:28]=[CH:27][C:26]([S:29]([O:1][CH2:2][CH2:3][N:4]2[CH:8]=[C:7]([I:9])[CH:6]=[C:5]2[CH:10]=[O:11])(=[O:31])=[O:30])=[CH:25][CH:24]=1. (4) Given the reactants [OH:1][C:2]1[CH:3]=[C:4]([C:12]([O:14][CH3:15])=[O:13])[CH:5]=[C:6]([CH:11]=1)[C:7]([O:9][CH3:10])=[O:8].[Si:16](Cl)([C:19]([CH3:22])([CH3:21])[CH3:20])([CH3:18])[CH3:17].N1C=CN=C1.C(OCC)(=O)C, predict the reaction product. The product is: [Si:16]([O:1][C:2]1[CH:11]=[C:6]([C:7]([O:9][CH3:10])=[O:8])[CH:5]=[C:4]([CH:3]=1)[C:12]([O:14][CH3:15])=[O:13])([C:19]([CH3:22])([CH3:21])[CH3:20])([CH3:18])[CH3:17]. (5) The product is: [C:1]([C@H:5]1[CH2:10][CH2:9][C@H:8]([O:11][C:12]2[CH:21]=[CH:20][CH:19]=[C:18]3[C:13]=2[CH:14]=[CH:15][C:16]([CH2:22][NH:24][CH:25]2[CH2:28][CH:27]([C:29]([O:31][CH2:32][CH3:33])=[O:30])[C:26]2([CH3:34])[CH3:35])=[CH:17]3)[CH2:7][CH2:6]1)([CH3:4])([CH3:3])[CH3:2]. Given the reactants [C:1]([C@H:5]1[CH2:10][CH2:9][C@H:8]([O:11][C:12]2[CH:21]=[CH:20][CH:19]=[C:18]3[C:13]=2[CH:14]=[CH:15][C:16]([CH:22]=O)=[CH:17]3)[CH2:7][CH2:6]1)([CH3:4])([CH3:3])[CH3:2].[NH2:24][CH:25]1[CH2:28][CH:27]([C:29]([O:31][CH2:32][CH3:33])=[O:30])[C:26]1([CH3:35])[CH3:34].CC(O)=O.[BH-](OC(C)=O)(OC(C)=O)OC(C)=O.[Na+], predict the reaction product. (6) Given the reactants [C:1]([C:3]1[CH:8]=[CH:7][C:6]([CH:9]2[CH2:14][CH2:13][N:12]([C:15]([C:17]3[CH:18]=[CH:19][C:20]([CH3:28])=[C:21]([NH:23][S:24]([CH3:27])(=[O:26])=[O:25])[CH:22]=3)=[O:16])[CH2:11][CH2:10]2)=[CH:5][CH:4]=1)#[N:2].[BH4-].[Na+].C(=O)([O-])O.[Na+], predict the reaction product. The product is: [NH2:2][CH2:1][C:3]1[CH:8]=[CH:7][C:6]([CH:9]2[CH2:10][CH2:11][N:12]([C:15]([C:17]3[CH:18]=[CH:19][C:20]([CH3:28])=[C:21]([NH:23][S:24]([CH3:27])(=[O:26])=[O:25])[CH:22]=3)=[O:16])[CH2:13][CH2:14]2)=[CH:5][CH:4]=1. (7) Given the reactants [C:1]([O:5][C:6](=[O:22])[N:7]=[C:8]([NH:14][C:15]([O:17][C:18]([CH3:21])([CH3:20])[CH3:19])=[O:16])[N:9]1[CH:13]=[CH:12][CH:11]=[N:10]1)([CH3:4])([CH3:3])[CH3:2].[C:23]([O:27][C:28](=[O:34])[NH:29][CH2:30][CH2:31][CH2:32]O)([CH3:26])([CH3:25])[CH3:24].C1(P(C2C=CC=CC=2)C2C=CC=CC=2)C=CC=CC=1.CC(OC(/N=N/C(OC(C)C)=O)=O)C, predict the reaction product. The product is: [C:1]([O:5][C:6](=[O:22])[N:7]([CH2:32][CH2:31][CH2:30][NH:29][C:28]([O:27][C:23]([CH3:24])([CH3:26])[CH3:25])=[O:34])[C:8](=[N:14][C:15]([O:17][C:18]([CH3:21])([CH3:20])[CH3:19])=[O:16])[N:9]1[CH:13]=[CH:12][CH:11]=[N:10]1)([CH3:4])([CH3:3])[CH3:2]. (8) Given the reactants I[C:2]1[CH:7]=[CH:6][CH:5]=[CH:4][C:3]=1[N+:8]([O-])=O.[C:11]1([NH:17][C:18](=O)[CH3:19])[CH:16]=[CH:15][CH:14]=[CH:13][CH:12]=1.CNCCN.P([O-])([O-])([O-])=O.[K+].[K+].[K+], predict the reaction product. The product is: [CH3:19][C:18]1[N:8]([C:3]2[CH:4]=[CH:5][CH:6]=[CH:7][CH:2]=2)[C:12]2[CH:13]=[CH:14][CH:15]=[CH:16][C:11]=2[N:17]=1.